From a dataset of NCI-60 drug combinations with 297,098 pairs across 59 cell lines. Regression. Given two drug SMILES strings and cell line genomic features, predict the synergy score measuring deviation from expected non-interaction effect. (1) Drug 1: CCC1(CC2CC(C3=C(CCN(C2)C1)C4=CC=CC=C4N3)(C5=C(C=C6C(=C5)C78CCN9C7C(C=CC9)(C(C(C8N6C=O)(C(=O)OC)O)OC(=O)C)CC)OC)C(=O)OC)O.OS(=O)(=O)O. Drug 2: CC1CCC2CC(C(=CC=CC=CC(CC(C(=O)C(C(C(=CC(C(=O)CC(OC(=O)C3CCCCN3C(=O)C(=O)C1(O2)O)C(C)CC4CCC(C(C4)OC)O)C)C)O)OC)C)C)C)OC. Cell line: SW-620. Synergy scores: CSS=25.9, Synergy_ZIP=-0.767, Synergy_Bliss=1.62, Synergy_Loewe=-5.92, Synergy_HSA=-0.105. (2) Drug 1: CC1C(C(CC(O1)OC2CC(CC3=C2C(=C4C(=C3O)C(=O)C5=C(C4=O)C(=CC=C5)OC)O)(C(=O)CO)O)N)O.Cl. Drug 2: CC(CN1CC(=O)NC(=O)C1)N2CC(=O)NC(=O)C2. Cell line: UACC62. Synergy scores: CSS=13.2, Synergy_ZIP=0.799, Synergy_Bliss=9.96, Synergy_Loewe=6.05, Synergy_HSA=8.60. (3) Drug 1: C1=NC2=C(N1)C(=S)N=CN2. Drug 2: C(CC(=O)O)C(=O)CN.Cl. Cell line: RXF 393. Synergy scores: CSS=30.0, Synergy_ZIP=-6.82, Synergy_Bliss=0.644, Synergy_Loewe=-23.6, Synergy_HSA=1.46. (4) Drug 1: C1=NC(=NC(=O)N1C2C(C(C(O2)CO)O)O)N. Drug 2: CC12CCC3C(C1CCC2OP(=O)(O)O)CCC4=C3C=CC(=C4)OC(=O)N(CCCl)CCCl.[Na+]. Cell line: CAKI-1. Synergy scores: CSS=30.0, Synergy_ZIP=0.577, Synergy_Bliss=-0.760, Synergy_Loewe=-25.8, Synergy_HSA=-2.27. (5) Drug 1: CC1=C(N=C(N=C1N)C(CC(=O)N)NCC(C(=O)N)N)C(=O)NC(C(C2=CN=CN2)OC3C(C(C(C(O3)CO)O)O)OC4C(C(C(C(O4)CO)O)OC(=O)N)O)C(=O)NC(C)C(C(C)C(=O)NC(C(C)O)C(=O)NCCC5=NC(=CS5)C6=NC(=CS6)C(=O)NCCC[S+](C)C)O. Drug 2: CN1C2=C(C=C(C=C2)N(CCCl)CCCl)N=C1CCCC(=O)O.Cl. Cell line: SF-268. Synergy scores: CSS=39.0, Synergy_ZIP=0.911, Synergy_Bliss=2.28, Synergy_Loewe=-25.9, Synergy_HSA=1.91. (6) Cell line: EKVX. Synergy scores: CSS=1.71, Synergy_ZIP=-2.60, Synergy_Bliss=-2.99, Synergy_Loewe=-5.98, Synergy_HSA=-4.01. Drug 1: CC1=CC=C(C=C1)C2=CC(=NN2C3=CC=C(C=C3)S(=O)(=O)N)C(F)(F)F. Drug 2: C1CN1C2=NC(=NC(=N2)N3CC3)N4CC4.